Task: Regression. Given two drug SMILES strings and cell line genomic features, predict the synergy score measuring deviation from expected non-interaction effect.. Dataset: NCI-60 drug combinations with 297,098 pairs across 59 cell lines (1) Drug 1: CS(=O)(=O)C1=CC(=C(C=C1)C(=O)NC2=CC(=C(C=C2)Cl)C3=CC=CC=N3)Cl. Drug 2: CC1=CC2C(CCC3(C2CCC3(C(=O)C)OC(=O)C)C)C4(C1=CC(=O)CC4)C. Cell line: HCT-15. Synergy scores: CSS=15.1, Synergy_ZIP=3.70, Synergy_Bliss=10.6, Synergy_Loewe=5.27, Synergy_HSA=8.67. (2) Drug 1: CC1=C(C=C(C=C1)NC(=O)C2=CC=C(C=C2)CN3CCN(CC3)C)NC4=NC=CC(=N4)C5=CN=CC=C5. Drug 2: COC1=C2C(=CC3=C1OC=C3)C=CC(=O)O2. Cell line: SNB-19. Synergy scores: CSS=-4.06, Synergy_ZIP=1.84, Synergy_Bliss=0.0953, Synergy_Loewe=-2.86, Synergy_HSA=-3.06. (3) Drug 1: C1=CC(=CC=C1CC(C(=O)O)N)N(CCCl)CCCl.Cl. Drug 2: CS(=O)(=O)OCCCCOS(=O)(=O)C. Cell line: BT-549. Synergy scores: CSS=13.2, Synergy_ZIP=-5.35, Synergy_Bliss=1.89, Synergy_Loewe=-2.07, Synergy_HSA=0.526. (4) Drug 1: CC1=CC2C(CCC3(C2CCC3(C(=O)C)OC(=O)C)C)C4(C1=CC(=O)CC4)C. Drug 2: CN(C(=O)NC(C=O)C(C(C(CO)O)O)O)N=O. Cell line: MDA-MB-231. Synergy scores: CSS=0.663, Synergy_ZIP=2.23, Synergy_Bliss=-2.71, Synergy_Loewe=-14.4, Synergy_HSA=-13.2.